This data is from Reaction yield outcomes from USPTO patents with 853,638 reactions. The task is: Predict the reaction yield, written as a fraction of the theoretical maximum amount of product (1.0 means a 100% yield; for example, 0.34 means a 34% yield). (1) The reactants are [Cl:1][C:2]1[CH:7]=[CH:6][C:5]([C:8]2[CH:13]=[N:12][N:11]3[C:14](=[O:17])[NH:15][N:16]=[C:10]3[C:9]=2[C:18]2[CH:23]=[CH:22][C:21]([Cl:24])=[CH:20][CH:19]=2)=[CH:4][CH:3]=1.[O:25]1[C@H:27]([CH2:28][CH2:29][CH2:30][CH3:31])[CH2:26]1.C([O-])([O-])=O.[K+].[K+]. The catalyst is CN(C=O)C. The product is [Cl:1][C:2]1[CH:7]=[CH:6][C:5]([C:8]2[CH:13]=[N:12][N:11]3[C:14](=[O:17])[N:15]([CH2:26][C@H:27]([OH:25])[CH2:28][CH2:29][CH2:30][CH3:31])[N:16]=[C:10]3[C:9]=2[C:18]2[CH:23]=[CH:22][C:21]([Cl:24])=[CH:20][CH:19]=2)=[CH:4][CH:3]=1. The yield is 0.320. (2) The reactants are [CH2:1]([O:8][C:9]1[CH:10]=[C:11]([S:15][C:16]2[CH:17]=[C:18]3[C:23](=[CH:24][CH:25]=2)[CH:22]=[C:21]([C@:26]([NH:42]C(=O)OC(C)(C)C)([CH3:41])[CH2:27][O:28][P:29]([O:36]C(C)(C)C)([O:31]C(C)(C)C)=[O:30])[CH:20]=[CH:19]3)[CH:12]=[CH:13][CH:14]=1)[C:2]1[CH:7]=[CH:6][CH:5]=[CH:4][CH:3]=1.C(O)(=O)C.Cl.CCOCC. The yield is 0.0400. The product is [P:29]([OH:31])([OH:36])([O:28][CH2:27][C@:26]([NH2:42])([C:21]1[CH:20]=[CH:19][C:18]2[C:23](=[CH:24][CH:25]=[C:16]([S:15][C:11]3[CH:12]=[CH:13][CH:14]=[C:9]([O:8][CH2:1][C:2]4[CH:7]=[CH:6][CH:5]=[CH:4][CH:3]=4)[CH:10]=3)[CH:17]=2)[CH:22]=1)[CH3:41])=[O:30]. The catalyst is O. (3) The reactants are [F:1][C:2]1[CH:3]=[C:4]([S:9]([NH2:12])(=[O:11])=[O:10])[CH:5]=[C:6]([F:8])[CH:7]=1.CO[CH:15](OC)[N:16]([CH3:18])[CH3:17]. The catalyst is CC#N. The product is [F:8][C:6]1[CH:5]=[C:4]([S:9]([N:12]=[CH:15][N:16]([CH3:18])[CH3:17])(=[O:10])=[O:11])[CH:3]=[C:2]([F:1])[CH:7]=1. The yield is 0.960. (4) The reactants are [CH2:1]([O:8][C:9]1[CH:10]=[C:11]([CH:37]=[C:38]([O:40][CH2:41][CH:42]2[CH2:44][CH2:43]2)[CH:39]=1)[CH2:12][N:13]1[C:21]2[C:16](=[CH:17][CH:18]=[CH:19][CH:20]=2)[C:15]([C:22]2[CH:27]=[CH:26][C:25]([C:28]([CH3:31])([CH3:30])[CH3:29])=[CH:24][CH:23]=2)=[C:14]1[C:32]([O:34]CC)=[O:33])[C:2]1[CH:7]=[CH:6][CH:5]=[CH:4][CH:3]=1.CO.[OH-].[Na+].Cl. The catalyst is C1COCC1. The product is [CH:42]1([CH2:41][O:40][C:38]2[CH:37]=[C:11]([CH2:12][N:13]3[C:21]4[C:16](=[CH:17][CH:18]=[CH:19][CH:20]=4)[C:15]([C:22]4[CH:27]=[CH:26][C:25]([C:28]([CH3:31])([CH3:29])[CH3:30])=[CH:24][CH:23]=4)=[C:14]3[C:32]([OH:34])=[O:33])[CH:10]=[C:9]([O:8][CH2:1][C:2]3[CH:3]=[CH:4][CH:5]=[CH:6][CH:7]=3)[CH:39]=2)[CH2:44][CH2:43]1. The yield is 0.390. (5) The reactants are [CH2:1]([Li])[CH2:2][CH2:3][CH3:4].CCCCCC.C([C@H]1C[O:17][C:16]([CH3:20])([CH3:19])[N:15]1[C:21]([O:23][C:24]([CH3:27])([CH3:26])[CH3:25])=[O:22])=O. The catalyst is [Br-].C[P+](C1C=CC=CC=1)(C1C=CC=CC=1)C1C=CC=CC=1.O1CCCC1. The product is [CH3:19][C:16]1([CH3:20])[N:15]([C:21]([O:23][C:24]([CH3:27])([CH3:26])[CH3:25])=[O:22])[C@@H:2]([CH:3]=[CH2:4])[CH2:1][O:17]1. The yield is 0.640. (6) The reactants are [C:1]([O:5][C:6]([C@H:8]1[CH2:10][C@@H:9]1[CH:11]=[CH:12][C:13]([O:15][CH2:16][CH3:17])=[O:14])=[O:7])([CH3:4])([CH3:3])[CH3:2].[CH3:18]N(C)C(=N)N(C)C.[N+:26]([CH3:29])([O-:28])=[O:27]. No catalyst specified. The product is [C:1]([O:5][C:6]([C@H:8]1[CH2:10][C@@H:9]1[CH:11]([CH2:18][CH2:29][N+:26]([O-:28])=[O:27])[CH2:12][C:13]([O:15][CH2:16][CH3:17])=[O:14])=[O:7])([CH3:4])([CH3:3])[CH3:2]. The yield is 0.872. (7) The reactants are C([Li])CCC.CC(C)=O.C(=O)=O.Br[C:14]1[CH:32]=[CH:31][C:17]([N:18]([C:25]2[CH:30]=[CH:29][CH:28]=[CH:27][CH:26]=2)[C:19]2[CH:24]=[CH:23][CH:22]=[CH:21][CH:20]=2)=[CH:16][CH:15]=1.C(O[B:37]1[O:41][C:40]([CH3:43])([CH3:42])[C:39]([CH3:45])([CH3:44])[O:38]1)(C)C. The catalyst is C1COCC1. The product is [C:19]1([N:18]([C:25]2[CH:30]=[CH:29][CH:28]=[CH:27][CH:26]=2)[C:17]2[CH:31]=[CH:32][C:14]([B:37]3[O:41][C:40]([CH3:43])([CH3:42])[C:39]([CH3:45])([CH3:44])[O:38]3)=[CH:15][CH:16]=2)[CH:24]=[CH:23][CH:22]=[CH:21][CH:20]=1. The yield is 0.728. (8) The reactants are [C:1]([C:3]1[CH:4]=[C:5]([CH:9]=[CH:10][C:11]=1[O:12][CH:13]([CH3:15])[CH3:14])[C:6](O)=[O:7])#[N:2].C(N1C=CN=C1)(N1C=CN=C1)=O.O.[NH2:29][NH2:30]. The catalyst is O1CCCC1. The product is [C:1]([C:3]1[CH:4]=[C:5]([CH:9]=[CH:10][C:11]=1[O:12][CH:13]([CH3:15])[CH3:14])[C:6]([NH:29][NH2:30])=[O:7])#[N:2]. The yield is 0.950. (9) The reactants are [NH:1]1[CH2:6][CH2:5][CH:4]([NH:7][C:8]2[CH:13]=[C:12]([C:14]([NH2:16])=[O:15])[CH:11]=[CH:10][C:9]=2[C:17]([NH2:19])=[O:18])[CH2:3][CH2:2]1.[CH:20](=O)[CH3:21].C([BH3-])#N.[Na+].C(O)(=O)C. The catalyst is CO.O. The product is [CH2:20]([N:1]1[CH2:6][CH2:5][CH:4]([NH:7][C:8]2[CH:13]=[C:12]([C:14]([NH2:16])=[O:15])[CH:11]=[CH:10][C:9]=2[C:17]([NH2:19])=[O:18])[CH2:3][CH2:2]1)[CH3:21]. The yield is 0.120.